The task is: Predict hERG channel inhibition at various concentrations.. This data is from hERG Central: cardiac toxicity at 1µM, 10µM, and general inhibition. The molecule is CCCN1CCN(C(=S)Nc2ccc([N+](=O)[O-])cc2)CC1. Results: hERG_inhib (hERG inhibition (general)): blocker.